This data is from Reaction yield outcomes from USPTO patents with 853,638 reactions. The task is: Predict the reaction yield, written as a fraction of the theoretical maximum amount of product (1.0 means a 100% yield; for example, 0.34 means a 34% yield). (1) The reactants are [C:1](=[O:22])(OC1C=CC([N+]([O-])=O)=CC=1)[O:2][CH2:3][CH2:4][N:5]1[CH2:10][CH2:9][N:8]([CH3:11])[CH2:7][CH2:6]1.CCN(C(C)C)C(C)C.[NH:32]1[C:40]2[C:35](=[CH:36][CH:37]=[CH:38][CH:39]=2)[CH2:34][CH2:33]1. The catalyst is CN(C=O)C. The product is [N:32]1([C:1]([O:2][CH2:3][CH2:4][N:5]2[CH2:6][CH2:7][N:8]([CH3:11])[CH2:9][CH2:10]2)=[O:22])[C:40]2[C:35](=[CH:36][CH:37]=[CH:38][CH:39]=2)[CH2:34][CH2:33]1. The yield is 0.730. (2) The reactants are [F:1][C:2]1[CH:7]=[C:6](I)[CH:5]=[CH:4][C:3]=1[N:9]1[CH:14]=[C:13]([O:15][CH3:16])[C:12](=[O:17])[C:11]([C:18]2[N:22]([C:23]3[CH:28]=[CH:27][CH:26]=[CH:25][CH:24]=3)[N:21]=[CH:20][CH:19]=2)=[N:10]1.Cl.[CH3:30][C:31]1([OH:37])[CH2:36][CH2:35][NH:34][CH2:33][CH2:32]1.CC(C)([O-])C.[Na+].CC1(C)C2C(=C(P(C3C=CC=CC=3)C3C=CC=CC=3)C=CC=2)OC2C(P(C3C=CC=CC=3)C3C=CC=CC=3)=CC=CC1=2.C([O-])(O)=O.[Na+]. The catalyst is O1CCOCC1.C1C=CC(/C=C/C(/C=C/C2C=CC=CC=2)=O)=CC=1.C1C=CC(/C=C/C(/C=C/C2C=CC=CC=2)=O)=CC=1.C1C=CC(/C=C/C(/C=C/C2C=CC=CC=2)=O)=CC=1.[Pd].[Pd]. The product is [F:1][C:2]1[CH:7]=[C:6]([N:34]2[CH2:35][CH2:36][C:31]([OH:37])([CH3:30])[CH2:32][CH2:33]2)[CH:5]=[CH:4][C:3]=1[N:9]1[CH:14]=[C:13]([O:15][CH3:16])[C:12](=[O:17])[C:11]([C:18]2[N:22]([C:23]3[CH:28]=[CH:27][CH:26]=[CH:25][CH:24]=3)[N:21]=[CH:20][CH:19]=2)=[N:10]1. The yield is 0.320. (3) The reactants are [F:1][C:2]1[C:7]([C:8]([F:11])([F:10])[F:9])=[CH:6][CH:5]=[CH:4][C:3]=1[C:12](=O)[CH3:13].[CH3:15][C:16]([S@:19]([NH2:21])=[O:20])([CH3:18])[CH3:17]. No catalyst specified. The product is [F:1][C:2]1[C:7]([C:8]([F:11])([F:10])[F:9])=[CH:6][CH:5]=[CH:4][C:3]=1[CH:12]([NH:21][S@@:19]([C:16]([CH3:18])([CH3:17])[CH3:15])=[O:20])[CH3:13]. The yield is 0.560. (4) The reactants are [CH3:1][O:2][C:3](=[O:22])[C:4]([NH2:21])([CH3:20])[CH2:5][C:6]1[C:14]2[C:9](=[CH:10][CH:11]=[C:12]([O:15][CH2:16][CH2:17][O:18][CH3:19])[CH:13]=2)[NH:8][CH:7]=1.[OH:23][C:24]1[CH:25]=[C:26]([CH:29]=[CH:30][CH:31]=1)[CH:27]=O.CO. The catalyst is C(Cl)Cl. The product is [CH3:1][O:2][C:3]([C:4]1([CH3:20])[CH2:5][C:6]2[C:14]3[C:9](=[CH:10][CH:11]=[C:12]([O:15][CH2:16][CH2:17][O:18][CH3:19])[CH:13]=3)[NH:8][C:7]=2[CH:27]([C:26]2[CH:29]=[CH:30][CH:31]=[C:24]([OH:23])[CH:25]=2)[NH:21]1)=[O:22]. The yield is 0.140. (5) The product is [Cl:1][C:2]1[C:7]([O:8][CH:9]2[CH2:14][CH2:13][N:12]([CH3:43])[CH2:11][CH2:10]2)=[CH:6][CH:5]=[CH:4][C:3]=1[C@H:15]([O:17][C:18]1[CH:22]=[C:21]([N:23]2[C:27]3[CH:28]=[CH:29][C:30]([C:32]4[CH:33]=[N:34][N:35]([CH3:37])[CH:36]=4)=[CH:31][C:26]=3[N:25]=[CH:24]2)[S:20][C:19]=1[C:38]([NH2:40])=[O:39])[CH3:16]. The reactants are [Cl:1][C:2]1[C:7]([O:8][CH:9]2[CH2:14][CH2:13][NH:12][CH2:11][CH2:10]2)=[CH:6][CH:5]=[CH:4][C:3]=1[C@H:15]([O:17][C:18]1[CH:22]=[C:21]([N:23]2[C:27]3[CH:28]=[CH:29][C:30]([C:32]4[CH:33]=[N:34][N:35]([CH3:37])[CH:36]=4)=[CH:31][C:26]=3[N:25]=[CH:24]2)[S:20][C:19]=1[C:38]([NH2:40])=[O:39])[CH3:16].C=O.[C:43](O)(=O)C.C(O[BH-](OC(=O)C)OC(=O)C)(=O)C.[Na+]. The yield is 0.850. The catalyst is C(Cl)Cl.CO.